This data is from NCI-60 drug combinations with 297,098 pairs across 59 cell lines. The task is: Regression. Given two drug SMILES strings and cell line genomic features, predict the synergy score measuring deviation from expected non-interaction effect. (1) Drug 1: CC1C(C(CC(O1)OC2CC(CC3=C2C(=C4C(=C3O)C(=O)C5=C(C4=O)C(=CC=C5)OC)O)(C(=O)CO)O)N)O.Cl. Drug 2: CC(C)CN1C=NC2=C1C3=CC=CC=C3N=C2N. Cell line: PC-3. Synergy scores: CSS=6.10, Synergy_ZIP=-7.88, Synergy_Bliss=-5.77, Synergy_Loewe=-18.1, Synergy_HSA=-3.84. (2) Drug 1: C1=CC=C(C=C1)NC(=O)CCCCCCC(=O)NO. Drug 2: CCN(CC)CCNC(=O)C1=C(NC(=C1C)C=C2C3=C(C=CC(=C3)F)NC2=O)C. Cell line: SR. Synergy scores: CSS=72.3, Synergy_ZIP=-3.04, Synergy_Bliss=-5.72, Synergy_Loewe=-13.5, Synergy_HSA=-2.45. (3) Cell line: PC-3. Drug 2: CC(C1=C(C=CC(=C1Cl)F)Cl)OC2=C(N=CC(=C2)C3=CN(N=C3)C4CCNCC4)N. Synergy scores: CSS=4.75, Synergy_ZIP=-0.630, Synergy_Bliss=3.07, Synergy_Loewe=-9.56, Synergy_HSA=-0.0419. Drug 1: CC1=CC2C(CCC3(C2CCC3(C(=O)C)OC(=O)C)C)C4(C1=CC(=O)CC4)C.